From a dataset of Forward reaction prediction with 1.9M reactions from USPTO patents (1976-2016). Predict the product of the given reaction. Given the reactants [C:1]1([NH:7][NH:8][C:9]2[CH:14]=[CH:13][CH:12]=[CH:11][CH:10]=2)[CH:6]=[CH:5][CH:4]=[CH:3][CH:2]=1.[CH2:15]([CH:18]([C:24](OCC)=[O:25])[C:19](OCC)=[O:20])[CH:16]=[CH2:17].[Na], predict the reaction product. The product is: [CH2:15]([CH:18]1[C:19](=[O:20])[N:7]([C:1]2[CH:2]=[CH:3][CH:4]=[CH:5][CH:6]=2)[N:8]([C:9]2[CH:14]=[CH:13][CH:12]=[CH:11][CH:10]=2)[C:24]1=[O:25])[CH:16]=[CH2:17].